This data is from Catalyst prediction with 721,799 reactions and 888 catalyst types from USPTO. The task is: Predict which catalyst facilitates the given reaction. (1) Reactant: CS(C)=O.[Br:5][C:6]1[CH:11]=[C:10]([F:12])[CH:9]=[CH:8][C:7]=1[SH:13].Br[CH2:15][C:16]([O:18][CH3:19])=[O:17].N1C=CC=CC=1. Product: [Br:5][C:6]1[CH:11]=[C:10]([F:12])[CH:9]=[CH:8][C:7]=1[S:13][CH2:15][C:16]([O:18][CH3:19])=[O:17]. The catalyst class is: 195. (2) Product: [NH2:1][C:2]1[C:3]2[C:10]([C:11]([NH2:13])=[O:12])=[CH:9][N:8]([C@H:14]3[C@@H:15]([N:37]=[N+:38]=[N-:39])[C@H:16]([OH:17])[C@@H:23]([CH2:22][OH:21])[O:24]3)[C:4]=2[N:5]=[CH:6][N:7]=1. The catalyst class is: 1. Reactant: [NH2:1][C:2]1[C:3]2[C:10]([C:11]([NH2:13])=[O:12])=[CH:9][N:8]([C@@H:14]3[O:24][C@H:23]4[C@@H:16]([O:17][Si](C(C)C)(C(C)C)O[Si](C(C)C)(C(C)C)[O:21][CH2:22]4)[C@H:15]3[N:37]=[N+:38]=[N-:39])[C:4]=2[N:5]=[CH:6][N:7]=1.CCCC[N+](CCCC)(CCCC)CCCC.[F-].